Dataset: Peptide-MHC class I binding affinity with 185,985 pairs from IEDB/IMGT. Task: Regression. Given a peptide amino acid sequence and an MHC pseudo amino acid sequence, predict their binding affinity value. This is MHC class I binding data. (1) The binding affinity (normalized) is 0.988. The peptide sequence is KLMKITAEW. The MHC is HLA-B58:01 with pseudo-sequence HLA-B58:01. (2) The peptide sequence is HYLHTLWKA. The MHC is Patr-A0401 with pseudo-sequence Patr-A0401. The binding affinity (normalized) is 0.369. (3) The peptide sequence is GFPSLESSF. The MHC is HLA-A26:03 with pseudo-sequence HLA-A26:03. The binding affinity (normalized) is 0.0847. (4) The peptide sequence is YLQSKGKDI. The MHC is HLA-A11:01 with pseudo-sequence HLA-A11:01. The binding affinity (normalized) is 0.0847.